Dataset: Full USPTO retrosynthesis dataset with 1.9M reactions from patents (1976-2016). Task: Predict the reactants needed to synthesize the given product. Given the product [F:1][C:2]1[CH:3]=[C:4]([CH:15]=[C:16]([F:18])[CH:17]=1)[CH2:5][N:6]1[C:11](=[O:12])[C:10]([C:24]2[O:25][CH:26]=[CH:27][CH:28]=2)=[CH:9][NH:8][C:7]1=[O:14], predict the reactants needed to synthesize it. The reactants are: [F:1][C:2]1[CH:3]=[C:4]([CH:15]=[C:16]([F:18])[CH:17]=1)[CH2:5][N:6]1[C:11](=[O:12])[C:10](I)=[CH:9][NH:8][C:7]1=[O:14].C([Sn](CCCC)(CCCC)[C:24]1[O:25][CH:26]=[CH:27][CH:28]=1)CCC.CN(C=O)C.